Task: Predict which catalyst facilitates the given reaction.. Dataset: Catalyst prediction with 721,799 reactions and 888 catalyst types from USPTO Reactant: [Cl:1][C:2]1[C:7]([CH2:8][O:9][C:10]2[C:18]3[N:17]=[C:16]([O:19][CH3:20])[N:15]([CH2:21][C:22]4[CH:27]=[CH:26][CH:25]=[CH:24][N:23]=4)[C:14]=3[CH:13]=[CH:12][CH:11]=2)=[C:6]([Cl:28])[CH:5]=[CH:4][C:3]=1[N:29]([CH3:53])[C:30](=[O:52])[CH2:31][NH:32][C:33]([CH:35]1[CH2:39][CH2:38][N:37]([CH:40]2[CH2:44][CH2:43][N:42](C(OC(C)(C)C)=O)[CH2:41]2)[CH2:36]1)=[O:34].O([Si](C)(C)C)S(C(F)(F)F)(=O)=O. Product: [Cl:1][C:2]1[C:7]([CH2:8][O:9][C:10]2[C:18]3[N:17]=[C:16]([O:19][CH3:20])[N:15]([CH2:21][C:22]4[CH:27]=[CH:26][CH:25]=[CH:24][N:23]=4)[C:14]=3[CH:13]=[CH:12][CH:11]=2)=[C:6]([Cl:28])[CH:5]=[CH:4][C:3]=1[N:29]([CH3:53])[C:30](=[O:52])[CH2:31][NH:32][C:33]([CH:35]1[CH2:39][CH2:38][N:37]([CH:40]2[CH2:44][CH2:43][NH:42][CH2:41]2)[CH2:36]1)=[O:34]. The catalyst class is: 4.